This data is from Retrosynthesis with 50K atom-mapped reactions and 10 reaction types from USPTO. The task is: Predict the reactants needed to synthesize the given product. (1) Given the product Cc1ccc2c(n1)oc1c(-c3cc(-c4ccccc4F)ccn3)cccc12, predict the reactants needed to synthesize it. The reactants are: Cc1ccc2c(n1)oc1c(B3OC(C)(C)C(C)(C)O3)cccc12.Fc1ccccc1-c1ccnc(Cl)c1. (2) Given the product O=C(NC1C2CC3CC1CC(O)(C3)C2)c1cnc(N[C@H]2CCOC2)nc1-n1cccn1, predict the reactants needed to synthesize it. The reactants are: N[C@H]1CCOC1.O=C(NC1C2CC3CC1CC(O)(C3)C2)c1cnc(Cl)nc1-n1cccn1. (3) Given the product COC(=O)c1ccc2nc(C)n(Cc3ccc(N)cc3Cl)c2n1, predict the reactants needed to synthesize it. The reactants are: COC(=O)c1ccc2nc(C)n(Cc3ccc([N+](=O)[O-])cc3Cl)c2n1. (4) Given the product COc1cccc(F)c1C1CC1CNc1cnnc(NNC(=O)CC(F)(F)F)c1Cl, predict the reactants needed to synthesize it. The reactants are: COc1cccc(F)c1C1CC1CNc1cnnc(NN)c1Cl.O=C(Cl)CC(F)(F)F. (5) Given the product CC1(C)OC(N[C@@H](CCO)c2ccccc2)=NS(=O)(=O)C1c1cccc(Br)c1, predict the reactants needed to synthesize it. The reactants are: CC1(C)OC(N[C@@H](CCO[Si](C)(C)C(C)(C)C)c2ccccc2)=NS(=O)(=O)C1c1cccc(Br)c1. (6) Given the product COC(=O)c1cccc(Cc2c(-c3csc(C)c3)[nH]c3cc(OC)ccc23)n1, predict the reactants needed to synthesize it. The reactants are: COC(=O)c1cccc(C(O)c2c(-c3csc(C)c3)[nH]c3cc(OC)ccc23)n1.